This data is from Forward reaction prediction with 1.9M reactions from USPTO patents (1976-2016). The task is: Predict the product of the given reaction. (1) The product is: [NH2:24][C:19]1[CH:20]=[CH:21][CH:22]=[C:23]2[C:18]=1[CH:17]=[N:16][N:15]2[C:8]([C:5]1[CH:4]=[CH:3][C:2]([Br:1])=[CH:7][CH:6]=1)([CH2:13][CH3:14])[C:9]([O:11][CH3:12])=[O:10]. Given the reactants [Br:1][C:2]1[CH:7]=[CH:6][C:5]([C:8]([N:15]2[C:23]3[C:18](=[C:19]([N+:24]([O-])=O)[CH:20]=[CH:21][CH:22]=3)[CH:17]=[N:16]2)([CH2:13][CH3:14])[C:9]([O:11][CH3:12])=[O:10])=[CH:4][CH:3]=1, predict the reaction product. (2) Given the reactants [C:1]([O:5][C:6]([NH:8][C@:9]1([C:14]([OH:16])=O)[CH2:11][C@H:10]1[CH:12]=[CH2:13])=[O:7])([CH3:4])([CH3:3])[CH3:2].[CH3:17][C:18]1([O:21][S:22](=[O:25])(=[O:24])[NH2:23])[CH2:20][CH2:19]1.CN(C(ON1N=NC2C=CC=NC1=2)=[N+](C)C)C.F[P-](F)(F)(F)(F)F.CCN(C(C)C)C(C)C, predict the reaction product. The product is: [C:1]([O:5][C:6](=[O:7])[NH:8][C@:9]1([C:14]([NH:23][S:22]([O:21][C:18]2([CH3:17])[CH2:20][CH2:19]2)(=[O:25])=[O:24])=[O:16])[CH2:11][C@H:10]1[CH:12]=[CH2:13])([CH3:2])([CH3:3])[CH3:4]. (3) Given the reactants N([O-])=O.[Na+].C(O)(=O)C.Cl.[NH:10]([C:12]([C:14]1[N:19]=[N:18][C:17]([C:20]([N:22]2[CH2:27][CH2:26][N:25]([C:28]([O:30][C:31]([CH3:34])([CH3:33])[CH3:32])=[O:29])[C@@H:24]([CH:35]([CH3:37])[CH3:36])[CH2:23]2)=[O:21])=[CH:16][C:15]=1[CH:38]([CH3:40])[CH3:39])=[O:13])N.C([O-])(O)=O.[Na+].N[C@H:47]([CH2:51][OH:52])[CH:48]([CH3:50])[CH3:49], predict the reaction product. The product is: [OH:52][CH2:51][C@@H:47]([NH:10][C:12]([C:14]1[N:19]=[N:18][C:17]([C:20]([N:22]2[CH2:27][CH2:26][N:25]([C:28]([O:30][C:31]([CH3:33])([CH3:32])[CH3:34])=[O:29])[C@@H:24]([CH:35]([CH3:37])[CH3:36])[CH2:23]2)=[O:21])=[CH:16][C:15]=1[CH:38]([CH3:39])[CH3:40])=[O:13])[CH:48]([CH3:50])[CH3:49]. (4) The product is: [CH:52]1([NH:51][CH2:50][CH2:49][NH:48][CH:42]2[CH2:47][CH2:46][CH2:45][CH2:44][CH2:43]2)[CH2:53][CH2:54][CH2:55][CH2:56][CH2:57]1.[S:8]1[C@@H:3]2[CH2:2][C:24](=[O:25])[N:4]2[C:5]([C:21]([OH:23])=[O:22])=[CH:6][CH2:7]1. Given the reactants N[CH:2]1[C:24](=[O:25])[N:4]2[C:5]([C:21]([OH:23])=[O:22])=[C:6](CSC3N(CS(O)(=O)=O)N=NN=3)[CH2:7][S:8][C@H:3]12.[OH-].[Na+].C(=O)(O)[O-].[Na+].Cl.C(O)(=O)C.C(O)(=O)C.[CH:42]1([NH:48][CH2:49][CH2:50][NH:51][CH:52]2[CH2:57][CH2:56][CH2:55][CH2:54][CH2:53]2)[CH2:47][CH2:46][CH2:45][CH2:44][CH2:43]1, predict the reaction product. (5) Given the reactants [N:1]1([CH2:10][C@@H:11]([CH3:14])[CH2:12]O)[C:9]2[C:4](=[CH:5][CH:6]=[CH:7][CH:8]=2)[CH:3]=[N:2]1.P(Br)(Br)[Br:16], predict the reaction product. The product is: [Br:16][CH2:12][C@@H:11]([CH3:14])[CH2:10][N:1]1[C:9]2[C:4](=[CH:5][CH:6]=[CH:7][CH:8]=2)[CH:3]=[N:2]1. (6) The product is: [CH2:16]([N:18]([CH2:22][CH3:23])[CH2:19][CH2:20][NH:21][C:2]1[N:3]=[N+:4]([O-:15])[C:5]2[CH:11]=[C:10]3[CH2:12][CH2:13][O:14][C:9]3=[CH:8][C:6]=2[N:7]=1)[CH3:17]. Given the reactants Cl[C:2]1[N:3]=[N+:4]([O-:15])[C:5]2[CH:11]=[C:10]3[CH2:12][CH2:13][O:14][C:9]3=[CH:8][C:6]=2[N:7]=1.[CH2:16]([N:18]([CH2:22][CH3:23])[CH2:19][CH2:20][NH2:21])[CH3:17], predict the reaction product. (7) Given the reactants [H-].[Na+].[OH:3][CH:4]1[CH2:9][CH2:8][N:7]([C:10]([O:12][C:13]([CH3:16])([CH3:15])[CH3:14])=[O:11])[CH2:6][CH2:5]1.[CH3:17]I, predict the reaction product. The product is: [CH3:17][O:3][CH:4]1[CH2:5][CH2:6][N:7]([C:10]([O:12][C:13]([CH3:16])([CH3:15])[CH3:14])=[O:11])[CH2:8][CH2:9]1.